This data is from Full USPTO retrosynthesis dataset with 1.9M reactions from patents (1976-2016). The task is: Predict the reactants needed to synthesize the given product. (1) Given the product [OH:30][C:27]1[CH:26]=[CH:25][C:24]([CH2:23][C@@:13]([NH2:9])([CH3:22])[C:14]([NH:16][CH2:17][CH2:18][CH:19]([CH3:20])[CH3:21])=[O:15])=[CH:29][CH:28]=1, predict the reactants needed to synthesize it. The reactants are: Cl.N1C=CC(C[N:9]([C@:13]([CH2:23][C:24]2[CH:29]=[CH:28][C:27]([OH:30])=[CH:26][CH:25]=2)([CH3:22])[C:14]([NH:16][CH2:17][CH2:18][CH:19]([CH3:21])[CH3:20])=[O:15])C(=O)O)=CC=1.C1CC=CCC=1. (2) Given the product [Cl:24][C:8]1[C:3]([C:1]#[N:2])=[CH:4][C:5]([C:17]([O:19][CH2:20][CH3:21])=[O:18])=[C:6]([C:10]([F:16])([F:15])[C:11]([F:14])([F:13])[F:12])[N:7]=1, predict the reactants needed to synthesize it. The reactants are: [C:1]([C:3]1[C:8](=O)[NH:7][C:6]([C:10]([F:16])([F:15])[C:11]([F:14])([F:13])[F:12])=[C:5]([C:17]([O:19][CH2:20][CH3:21])=[O:18])[CH:4]=1)#[N:2].O=S(Cl)[Cl:24].CN(C=O)C. (3) Given the product [C:1]([C:4]1[C:12]2[C:7](=[CH:8][CH:9]=[C:10]([NH:13][C:14]3[N:15]=[N:16][CH:17]=[CH:18][CH:19]=3)[CH:11]=2)[N:6]([CH2:20][C:21]([OH:23])=[O:22])[N:5]=1)(=[O:3])[NH2:2], predict the reactants needed to synthesize it. The reactants are: [C:1]([C:4]1[C:12]2[C:7](=[CH:8][CH:9]=[C:10]([NH:13][C:14]3[N:15]=[N:16][CH:17]=[CH:18][CH:19]=3)[CH:11]=2)[N:6]([CH2:20][C:21]([O:23]C(C)(C)C)=[O:22])[N:5]=1)(=[O:3])[NH2:2]. (4) Given the product [CH3:82][N:80]([CH2:79][C:74]1[CH:75]=[CH:76][CH:77]=[CH:78][C:73]=1[C:69]1[CH:70]=[CH:71][CH:72]=[C:67]([N:57]2[C:58]3[N:65]=[CH:64][C:63]([F:66])=[CH:62][C:59]=3[C:60](=[O:61])[N:55]([C@@H:52]3[CH2:53][CH2:54][C@H:49]([NH:48][C:11]([C:9]4[N:10]=[C:5]5[CH:4]=[CH:3][C:2]([F:1])=[CH:7][N:6]5[CH:8]=4)=[O:13])[CH2:50][CH2:51]3)[C:56]2=[O:83])[CH:68]=1)[CH3:81], predict the reactants needed to synthesize it. The reactants are: [F:1][C:2]1[CH:3]=[CH:4][C:5]2[N:6]([CH:8]=[C:9]([C:11]([OH:13])=O)[N:10]=2)[CH:7]=1.CCN(C(C)C)C(C)C.CN(C(ON1N=NC2C=CC=NC1=2)=[N+](C)C)C.F[P-](F)(F)(F)(F)F.Cl.[NH2:48][C@@H:49]1[CH2:54][CH2:53][C@H:52]([N:55]2[C:60](=[O:61])[C:59]3[CH:62]=[C:63]([F:66])[CH:64]=[N:65][C:58]=3[N:57]([C:67]3[CH:68]=[C:69]([C:73]4[CH:78]=[CH:77][CH:76]=[CH:75][C:74]=4[CH2:79][N:80]([CH3:82])[CH3:81])[CH:70]=[CH:71][CH:72]=3)[C:56]2=[O:83])[CH2:51][CH2:50]1. (5) Given the product [CH:1]1([CH2:4][O:5][C:6]2[CH:7]=[CH:8][C:9]3[O:13][C:12]([C:14]4[O:18][N:17]=[C:16]([O:19][CH2:20][C@@H:21]([NH:23][C:24](=[O:30])[O:25][C:26]([CH3:27])([CH3:29])[CH3:28])[CH3:22])[C:15]=4[CH3:32])=[N:11][C:10]=3[CH:31]=2)[CH2:2][CH2:3]1, predict the reactants needed to synthesize it. The reactants are: [CH:1]1([CH2:4][O:5][C:6]2[CH:7]=[CH:8][C:9]3[O:13][C:12]([C:14]4[O:18][N:17]=[C:16]([O:19][CH2:20][C@@H:21]([NH:23][C:24](=[O:30])[O:25][C:26]([CH3:29])([CH3:28])[CH3:27])[CH3:22])[CH:15]=4)=[N:11][C:10]=3[CH:31]=2)[CH2:3][CH2:2]1.[CH2:32]([Li])CCC.IC.Cl. (6) Given the product [OH:11][C:6]1[CH:5]=[C:4]([CH:9]=[C:8]([O:10][C:19]([C:20]2[CH:25]=[CH:24][CH:23]=[CH:22][CH:21]=2)=[O:26])[CH:7]=1)[C:3]([O:2][CH3:1])=[O:12], predict the reactants needed to synthesize it. The reactants are: [CH3:1][O:2][C:3](=[O:12])[C:4]1[CH:9]=[C:8]([OH:10])[CH:7]=[C:6]([OH:11])[CH:5]=1.C(=O)([O-])[O-].[K+].[K+].[C:19](Cl)(=[O:26])[C:20]1[CH:25]=[CH:24][CH:23]=[CH:22][CH:21]=1.C(OC(C)C)(=O)C. (7) The reactants are: N#N.[C:3]([C:6]1[CH:7]=[C:8]([CH:18]=[CH:19][CH:20]=1)[CH2:9][C:10]1[O:11][CH:12]=[C:13]([C:15](O)=[O:16])[N:14]=1)(=[O:5])[CH3:4].CN(C=O)C.C(Cl)(=O)C([Cl:29])=O. Given the product [C:3]([C:6]1[CH:7]=[C:8]([CH:18]=[CH:19][CH:20]=1)[CH2:9][C:10]1[O:11][CH:12]=[C:13]([C:15]([Cl:29])=[O:16])[N:14]=1)(=[O:5])[CH3:4], predict the reactants needed to synthesize it.